From a dataset of Catalyst prediction with 721,799 reactions and 888 catalyst types from USPTO. Predict which catalyst facilitates the given reaction. (1) Reactant: [NH2:1][C:2]1[N:6]([C@@H:7]2[CH2:12][CH2:11][C@H:10]([C:13]([NH:15][CH:16]([CH3:18])[CH3:17])=[O:14])[CH2:9][CH2:8]2)[C:5]2[CH:19]=[C:20]([O:23][CH2:24][C:25]3[CH:30]=[CH:29][C:28]([O:31][CH3:32])=[CH:27][CH:26]=3)[CH:21]=[CH:22][C:4]=2[N:3]=1.[F:33][C:34]1[CH:42]=[CH:41][C:37]([C:38](Cl)=[O:39])=[CH:36][CH:35]=1. Product: [F:33][C:34]1[CH:42]=[CH:41][C:37]([C:38]([N:1]([C:38](=[O:39])[C:37]2[CH:41]=[CH:42][C:34]([F:33])=[CH:35][CH:36]=2)[C:2]2[N:6]([C@H:7]3[CH2:12][CH2:11][C@@H:10]([C:13](=[O:14])[NH:15][CH:16]([CH3:18])[CH3:17])[CH2:9][CH2:8]3)[C:5]3[CH:19]=[C:20]([O:23][CH2:24][C:25]4[CH:30]=[CH:29][C:28]([O:31][CH3:32])=[CH:27][CH:26]=4)[CH:21]=[CH:22][C:4]=3[N:3]=2)=[O:39])=[CH:36][CH:35]=1. The catalyst class is: 2. (2) Reactant: C(N(CC)CC)C.[CH:8]([C:10]1[C:18]2[C:13](=[CH:14][CH:15]=[CH:16][CH:17]=2)[N:12](C(OC(C)(C)C)=O)[CH:11]=1)=[O:9].[CH3:26][O:27][C:28]1[CH:33]=[C:32]([N:34]=[CH:35][C:36]2[CH:40]=[C:39]([CH3:41])[O:38][N:37]=2)[CH:31]=[CH:30][N:29]=1. Product: [NH:12]1[C:13]2[C:18](=[CH:17][CH:16]=[CH:15][CH:14]=2)[C:10]([C:8](=[O:9])[CH:35]([NH:34][C:32]2[CH:31]=[CH:30][N:29]=[C:28]([O:27][CH3:26])[CH:33]=2)[C:36]2[CH:40]=[C:39]([CH3:41])[O:38][N:37]=2)=[CH:11]1. The catalyst class is: 433. (3) Reactant: [F:1][C:2]1[CH:7]=[CH:6][C:5]([CH3:8])=[CH:4][N:3]=1.[I:9]I. Product: [F:1][C:2]1[C:7]([I:9])=[CH:6][C:5]([CH3:8])=[CH:4][N:3]=1. The catalyst class is: 1. (4) Product: [NH2:1][CH2:2][C:3]([OH:5])=[O:4].[CH2:16]([OH:23])[C:17]([NH2:22])([CH2:20][OH:21])[CH2:18][OH:19]. Reactant: [NH:1](C(OCC1C=CC=CC=1)=O)[CH2:2][C:3]([OH:5])=[O:4].[CH2:16]([OH:23])[C:17]([NH2:22])([CH2:20][OH:21])[CH2:18][OH:19]. The catalyst class is: 29.